Dataset: NCI-60 drug combinations with 297,098 pairs across 59 cell lines. Task: Regression. Given two drug SMILES strings and cell line genomic features, predict the synergy score measuring deviation from expected non-interaction effect. (1) Drug 1: CC1=C2C(C(=O)C3(C(CC4C(C3C(C(C2(C)C)(CC1OC(=O)C(C(C5=CC=CC=C5)NC(=O)OC(C)(C)C)O)O)OC(=O)C6=CC=CC=C6)(CO4)OC(=O)C)OC)C)OC. Drug 2: COC1=C(C=C2C(=C1)N=CN=C2NC3=CC(=C(C=C3)F)Cl)OCCCN4CCOCC4. Cell line: NCI-H522. Synergy scores: CSS=75.1, Synergy_ZIP=13.4, Synergy_Bliss=12.5, Synergy_Loewe=13.4, Synergy_HSA=20.3. (2) Synergy scores: CSS=40.9, Synergy_ZIP=-0.438, Synergy_Bliss=-1.14, Synergy_Loewe=-9.66, Synergy_HSA=-5.11. Drug 2: CN1C2=C(C=C(C=C2)N(CCCl)CCCl)N=C1CCCC(=O)O.Cl. Drug 1: C1=CC(=CC=C1CCCC(=O)O)N(CCCl)CCCl. Cell line: COLO 205. (3) Drug 1: CC1CCC2CC(C(=CC=CC=CC(CC(C(=O)C(C(C(=CC(C(=O)CC(OC(=O)C3CCCCN3C(=O)C(=O)C1(O2)O)C(C)CC4CCC(C(C4)OC)OCCO)C)C)O)OC)C)C)C)OC. Drug 2: B(C(CC(C)C)NC(=O)C(CC1=CC=CC=C1)NC(=O)C2=NC=CN=C2)(O)O. Cell line: SF-268. Synergy scores: CSS=28.5, Synergy_ZIP=-1.75, Synergy_Bliss=-2.17, Synergy_Loewe=-2.51, Synergy_HSA=-1.00. (4) Drug 1: CC1C(C(CC(O1)OC2CC(CC3=C2C(=C4C(=C3O)C(=O)C5=C(C4=O)C(=CC=C5)OC)O)(C(=O)C)O)N)O.Cl. Drug 2: C1CNP(=O)(OC1)N(CCCl)CCCl. Cell line: NCI-H460. Synergy scores: CSS=25.7, Synergy_ZIP=-0.0147, Synergy_Bliss=-2.29, Synergy_Loewe=-33.1, Synergy_HSA=-1.78. (5) Drug 1: CS(=O)(=O)CCNCC1=CC=C(O1)C2=CC3=C(C=C2)N=CN=C3NC4=CC(=C(C=C4)OCC5=CC(=CC=C5)F)Cl. Drug 2: C1CN(CCN1C(=O)CCBr)C(=O)CCBr. Cell line: MOLT-4. Synergy scores: CSS=51.8, Synergy_ZIP=-1.96, Synergy_Bliss=-0.382, Synergy_Loewe=-1.98, Synergy_HSA=1.50. (6) Drug 1: CN(CCCl)CCCl.Cl. Drug 2: CC1CCCC2(C(O2)CC(NC(=O)CC(C(C(=O)C(C1O)C)(C)C)O)C(=CC3=CSC(=N3)C)C)C. Cell line: MCF7. Synergy scores: CSS=13.9, Synergy_ZIP=-8.47, Synergy_Bliss=-13.0, Synergy_Loewe=-16.7, Synergy_HSA=-11.7. (7) Drug 1: C1=C(C(=O)NC(=O)N1)N(CCCl)CCCl. Drug 2: C1=NC2=C(N=C(N=C2N1C3C(C(C(O3)CO)O)O)F)N. Cell line: MDA-MB-231. Synergy scores: CSS=17.8, Synergy_ZIP=-4.32, Synergy_Bliss=-4.86, Synergy_Loewe=-4.07, Synergy_HSA=-2.40. (8) Drug 1: CC12CCC(CC1=CCC3C2CCC4(C3CC=C4C5=CN=CC=C5)C)O. Drug 2: C1CCC(C1)C(CC#N)N2C=C(C=N2)C3=C4C=CNC4=NC=N3. Cell line: 786-0. Synergy scores: CSS=1.15, Synergy_ZIP=-4.27, Synergy_Bliss=-2.96, Synergy_Loewe=-6.39, Synergy_HSA=-2.90. (9) Drug 1: C1=CC=C(C(=C1)C(C2=CC=C(C=C2)Cl)C(Cl)Cl)Cl. Drug 2: C#CCC(CC1=CN=C2C(=N1)C(=NC(=N2)N)N)C3=CC=C(C=C3)C(=O)NC(CCC(=O)O)C(=O)O. Cell line: NCI-H460. Synergy scores: CSS=0.0220, Synergy_ZIP=-0.794, Synergy_Bliss=-2.23, Synergy_Loewe=-1.29, Synergy_HSA=-1.84. (10) Drug 1: C1CCC(C1)C(CC#N)N2C=C(C=N2)C3=C4C=CNC4=NC=N3. Drug 2: C1=CC=C(C(=C1)C(C2=CC=C(C=C2)Cl)C(Cl)Cl)Cl. Cell line: PC-3. Synergy scores: CSS=1.72, Synergy_ZIP=2.35, Synergy_Bliss=2.82, Synergy_Loewe=1.50, Synergy_HSA=1.18.